Predict the product of the given reaction. From a dataset of Forward reaction prediction with 1.9M reactions from USPTO patents (1976-2016). (1) The product is: [ClH:21].[ClH:30].[Br:3][C:4]1[CH:9]=[CH:8][C:7]([CH2:10][C@H:11]([C:12]2[NH:13][C:14]3[CH:20]=[CH:19][C:18]([Cl:21])=[CH:17][C:15]=3[N:16]=2)[NH2:22])=[CH:6][CH:5]=1. Given the reactants N#N.[Br:3][C:4]1[CH:9]=[CH:8][C:7]([CH2:10][C@@H:11]([NH:22]C(=O)OC(C)(C)C)[C:12]2[NH:16][C:15]3[CH:17]=[C:18]([Cl:21])[CH:19]=[CH:20][C:14]=3[N:13]=2)=[CH:6][CH:5]=1.[ClH:30], predict the reaction product. (2) Given the reactants [CH3:1][O:2][C:3]1[N:8]=[CH:7][C:6](B(O)O)=[CH:5][CH:4]=1.Cl[C:13]1[N:18]=[C:17]([NH2:19])[N:16]=[C:15]([NH:20][CH3:21])[CH:14]=1, predict the reaction product. The product is: [CH3:1][O:2][C:3]1[N:8]=[CH:7][C:6]([C:13]2[N:18]=[C:17]([NH2:19])[N:16]=[C:15]([NH:20][CH3:21])[CH:14]=2)=[CH:5][CH:4]=1. (3) Given the reactants [CH3:1][O:2][C:3]1[CH:8]=[CH:7][CH:6]=[C:5]([CH3:9])[C:4]=1[OH:10].C(C1C=C(C=C(C)C=1O)[C:16]([NH:18][OH:19])=[NH:17])C, predict the reaction product. The product is: [OH:10][C:4]1[C:5]([CH3:9])=[CH:6][C:7]([C:16]([NH:18][OH:19])=[NH:17])=[CH:8][C:3]=1[O:2][CH3:1]. (4) Given the reactants Cl[C:2]1[C:11]2[C:6](=[CH:7][CH:8]=[CH:9][C:10]=2[Cl:12])[CH:5]=[C:4]([C@@H:13]([NH:15][C:16]2[N:24]=[CH:23][N:22]=[C:21]3[C:17]=2[N:18]=[CH:19][N:20]3[CH2:25][C:26]2[CH:31]=[CH:30][C:29]([O:32][CH3:33])=[CH:28][CH:27]=2)[CH3:14])[N:3]=1.[C:34]([Zn]C#N)#[N:35].O, predict the reaction product. The product is: [Cl:12][C:10]1[CH:9]=[CH:8][CH:7]=[C:6]2[C:11]=1[C:2]([C:34]#[N:35])=[N:3][C:4]([C@@H:13]([NH:15][C:16]1[N:24]=[CH:23][N:22]=[C:21]3[C:17]=1[N:18]=[CH:19][N:20]3[CH2:25][C:26]1[CH:31]=[CH:30][C:29]([O:32][CH3:33])=[CH:28][CH:27]=1)[CH3:14])=[CH:5]2. (5) The product is: [F:1][C:2]([F:7])([F:6])[C:3]([OH:5])=[O:4].[CH:8]1([CH:13]([N:17]2[CH:21]=[C:20]([N:48]3[C:47]4[NH:51][CH:52]=[CH:53][C:46]=4[CH:45]=[N:50][CH2:49]3)[CH:19]=[N:18]2)[CH2:14][C:15]#[CH:16])[CH2:9][CH2:10][CH2:11][CH2:12]1. Given the reactants [F:1][C:2]([F:7])([F:6])[C:3]([OH:5])=[O:4].[CH:8]1([CH:13]([N:17]2[CH:21]=[C:20](C3C4C=CNC=4N=CN=3)[CH:19]=[N:18]2)[CH2:14][C:15]#[CH:16])[CH2:12][CH2:11][CH2:10][CH2:9]1.C1(C(N2C=C([C:45]3[C:46]4[CH:53]=[CH:52][N:51](COCC[Si](C)(C)C)[C:47]=4[N:48]=[CH:49][N:50]=3)C=N2)CC#C)CCCC1, predict the reaction product. (6) The product is: [CH3:19][N:8]([CH3:7])[CH2:9][CH2:10][CH2:11][C:12]1[CH:16]=[C:15]([CH3:17])[NH:14][CH:13]=1. Given the reactants [H-].[Al+3].[Li+].[H-].[H-].[H-].[CH3:7][N:8]([CH3:19])[C:9](=O)[CH2:10][CH2:11][C:12]1[CH:16]=[C:15]([CH3:17])[NH:14][CH:13]=1, predict the reaction product. (7) Given the reactants [N:1]1[C:14]2[C:5](=[CH:6][CH:7]=[C:8]3[C:13]=2[N:12]=[CH:11][CH:10]=[CH:9]3)[CH:4]=[CH:3][CH:2]=1.[CH:15]([Li])([CH2:17][CH3:18])[CH3:16], predict the reaction product. The product is: [CH:15]([C:2]1[CH:3]=[CH:4][C:5]2[C:14](=[C:13]3[C:8](=[CH:7][CH:6]=2)[CH:9]=[CH:10][C:11]([CH:3]([CH2:4][CH3:5])[CH3:2])=[N:12]3)[N:1]=1)([CH2:17][CH3:18])[CH3:16]. (8) Given the reactants [Cl:1][C:2]1[CH:7]=[CH:6][C:5]([CH:8]2[C:12]3[N:13]([CH:22]([CH3:24])[CH3:23])[C:14]([C:16]4[CH2:17][CH2:18][NH:19][CH2:20][CH:21]=4)=[N:15][C:11]=3[C:10](=[O:25])[N:9]2[C:26]2[CH:27]=[C:28]([CH3:36])[C:29]3[N:30]([C:32]([CH3:35])=[N:33][N:34]=3)[CH:31]=2)=[CH:4][CH:3]=1.Cl[C:38]([O:40][CH:41]([CH3:43])[CH3:42])=[O:39].C([O-])(O)=O.[Na+], predict the reaction product. The product is: [Cl:1][C:2]1[CH:7]=[CH:6][C:5]([CH:8]2[C:12]3[N:13]([CH:22]([CH3:24])[CH3:23])[C:14]([C:16]4[CH2:17][CH2:18][N:19]([C:38]([O:40][CH:41]([CH3:43])[CH3:42])=[O:39])[CH2:20][CH:21]=4)=[N:15][C:11]=3[C:10](=[O:25])[N:9]2[C:26]2[CH:27]=[C:28]([CH3:36])[C:29]3[N:30]([C:32]([CH3:35])=[N:33][N:34]=3)[CH:31]=2)=[CH:4][CH:3]=1. (9) Given the reactants Cl[C:2]1[C:11]2[C:6](=[CH:7][C:8]([O:22][CH3:23])=[C:9]([O:12][CH2:13][CH2:14][CH2:15][N:16]3[CH2:21][CH2:20][O:19][CH2:18][CH2:17]3)[CH:10]=2)[N:5]=[CH:4][N:3]=1.[C:24]([C:28]1[Se:32][C:31]([N+:33]([O-:35])=[O:34])=[C:30]([NH2:36])[CH:29]=1)([CH3:27])([CH3:26])[CH3:25].CN(C=O)C.[OH-].[Na+], predict the reaction product. The product is: [C:24]([C:28]1[Se:32][C:31]([N+:33]([O-:35])=[O:34])=[C:30]([NH:36][C:2]2[C:11]3[C:6](=[CH:7][C:8]([O:22][CH3:23])=[C:9]([O:12][CH2:13][CH2:14][CH2:15][N:16]4[CH2:21][CH2:20][O:19][CH2:18][CH2:17]4)[CH:10]=3)[N:5]=[CH:4][N:3]=2)[CH:29]=1)([CH3:27])([CH3:25])[CH3:26].